The task is: Predict the reaction yield, written as a fraction of the theoretical maximum amount of product (1.0 means a 100% yield; for example, 0.34 means a 34% yield).. This data is from Reaction yield outcomes from USPTO patents with 853,638 reactions. (1) The reactants are [NH2:1][C:2]1[C:3]([Cl:25])=[C:4]([C:21]([CH3:24])=[CH:22][CH:23]=1)[O:5][C:6]1[CH:7]=[CH:8][C:9]2[N:10]([CH:12]=[C:13]([NH:15][C:16]([CH:18]3[CH2:20][CH2:19]3)=[O:17])[N:14]=2)[N:11]=1.[F:26][C:27]([F:38])([F:37])[C:28]1[CH:29]=[C:30]([CH:34]=[CH:35][CH:36]=1)[C:31](Cl)=[O:32]. The catalyst is CN1CCCC1=O. The product is [Cl:25][C:3]1[C:4]([O:5][C:6]2[CH:7]=[CH:8][C:9]3[N:10]([CH:12]=[C:13]([NH:15][C:16]([CH:18]4[CH2:19][CH2:20]4)=[O:17])[N:14]=3)[N:11]=2)=[C:21]([CH3:24])[CH:22]=[CH:23][C:2]=1[NH:1][C:31](=[O:32])[C:30]1[CH:34]=[CH:35][CH:36]=[C:28]([C:27]([F:26])([F:37])[F:38])[CH:29]=1. The yield is 0.600. (2) The reactants are [F:1][C:2]1[CH:7]=[CH:6][C:5]([C:8]2[C:12]([CH2:13][O:14][C:15]3[CH:16]=[C:17]([C:21](O)=[O:22])[N:18]([CH3:20])[N:19]=3)=[C:11]([CH3:24])[O:10][N:9]=2)=[CH:4][CH:3]=1.[CH3:25][CH:26]([NH2:29])[CH2:27][OH:28]. No catalyst specified. The product is [OH:28][CH2:27][CH:26]([NH:29][C:21]([C:17]1[N:18]([CH3:20])[N:19]=[C:15]([O:14][CH2:13][C:12]2[C:8]([C:5]3[CH:6]=[CH:7][C:2]([F:1])=[CH:3][CH:4]=3)=[N:9][O:10][C:11]=2[CH3:24])[CH:16]=1)=[O:22])[CH3:25]. The yield is 0.660. (3) The reactants are [Br:1][C:2]1[CH:3]=[CH:4][C:5]([NH2:8])=[N:6][CH:7]=1.C([Li])CCC.CCCCCC.Cl[Si:21]([CH3:29])([CH3:28])[CH2:22][CH2:23][Si:24](Cl)([CH3:26])[CH3:25].[Na+].[Cl-]. The catalyst is C1COCC1. The product is [Br:1][C:2]1[CH:3]=[CH:4][C:5]([N:8]2[Si:24]([CH3:26])([CH3:25])[CH2:23][CH2:22][Si:21]2([CH3:29])[CH3:28])=[N:6][CH:7]=1. The yield is 0.540. (4) The reactants are [Cl:1][C:2]1[CH:7]=[C:6](I)[CH:5]=[C:4]([Cl:9])[N:3]=1.CC1(C)OB([C:16]2[CH:17]=[N:18][C:19]([C:22]([F:25])([F:24])[F:23])=[N:20][CH:21]=2)OC1(C)C.C(=O)([O-])[O-].[K+].[K+].O. The catalyst is O1CCOCC1.C(OCC)(=O)C.C1C=CC(P(C2C=CC=CC=2)[C-]2C=CC=C2)=CC=1.C1C=CC(P(C2C=CC=CC=2)[C-]2C=CC=C2)=CC=1.Cl[Pd]Cl.[Fe+2]. The product is [Cl:1][C:2]1[CH:7]=[C:6]([C:16]2[CH:17]=[N:18][C:19]([C:22]([F:25])([F:24])[F:23])=[N:20][CH:21]=2)[CH:5]=[C:4]([Cl:9])[N:3]=1. The yield is 0.650. (5) The reactants are C(Cl)CCl.[C:5]([OH:9])(=O)[CH:6]=[CH2:7].[CH3:10][N:11]1[C:19]2[C:14](=[CH:15][CH:16]=[CH:17][CH:18]=2)[C:13]([CH2:20][NH:21][CH3:22])=[CH:12]1.[CH:23]1[CH:24]=[CH:25][C:26]2N(O)N=[N:29][C:27]=2C=1.O.C([N:37](C(C)C)CC)(C)C. The catalyst is CN(C=O)C. The product is [NH2:37][C:27]1[N:29]=[CH:23][C:24](/[CH:7]=[CH:6]/[C:5]([N:21]([CH3:22])[CH2:20][C:13]2[C:14]3[C:19](=[CH:18][CH:17]=[CH:16][CH:15]=3)[N:11]([CH3:10])[CH:12]=2)=[O:9])=[CH:25][CH:26]=1. The yield is 0.550. (6) The reactants are [Cl-].O[NH3+:3].[C:4](=[O:7])([O-])[OH:5].[Na+].CS(C)=O.[OH:13][CH:14]([CH:51]([CH3:53])[CH3:52])[CH2:15][O:16][C@H:17]1[CH2:22][CH2:21][C@H:20]([N:23]2[C:28](=[O:29])[C:27]([CH2:30][C:31]3[CH:36]=[CH:35][C:34]([C:37]4[C:38]([C:43]#[N:44])=[CH:39][CH:40]=[CH:41][CH:42]=4)=[CH:33][CH:32]=3)=[C:26]([CH2:45][CH2:46][CH3:47])[N:25]3[N:48]=[CH:49][CH:50]=[C:24]23)[CH2:19][CH2:18]1. The catalyst is C(OCC)(=O)C. The product is [OH:13][CH:14]([CH:51]([CH3:52])[CH3:53])[CH2:15][O:16][C@H:17]1[CH2:22][CH2:21][C@H:20]([N:23]2[C:28](=[O:29])[C:27]([CH2:30][C:31]3[CH:36]=[CH:35][C:34]([C:37]4[CH:42]=[CH:41][CH:40]=[CH:39][C:38]=4[C:43]4[NH:3][C:4](=[O:7])[O:5][N:44]=4)=[CH:33][CH:32]=3)=[C:26]([CH2:45][CH2:46][CH3:47])[N:25]3[N:48]=[CH:49][CH:50]=[C:24]23)[CH2:19][CH2:18]1. The yield is 0.850. (7) The product is [F:1][C:2]1[CH:3]=[CH:4][C:5]([CH2:8][CH2:9][N:10]2[C:14](=[O:15])[C:13]3[C:19]([OH:18])=[C:21]4[C:26]([CH:25]=[CH:24][CH:23]=[N:22]4)=[C:27]([OH:28])[C:12]=3[C:11]2=[O:16])=[CH:6][CH:7]=1. The reactants are [F:1][C:2]1[CH:7]=[CH:6][C:5]([CH2:8][CH2:9][N:10]2[C:14](=[O:15])[CH2:13][CH2:12][C:11]2=[O:16])=[CH:4][CH:3]=1.C[O:18][C:19]([C:21]1[C:26]([C:27](OC)=[O:28])=[CH:25][CH:24]=[CH:23][N:22]=1)=O.[H-].[Na+].Cl. The catalyst is O1CCCC1.C(OCC)C.CO. The yield is 0.580.